Dataset: Reaction yield outcomes from USPTO patents with 853,638 reactions. Task: Predict the reaction yield, written as a fraction of the theoretical maximum amount of product (1.0 means a 100% yield; for example, 0.34 means a 34% yield). The yield is 0.643. The reactants are [O:1]([CH2:9][C@H:10]1[C@@H:18]2[N:13]([C:14]3[CH:22]=[CH:21][C:20]([N:23]4[CH2:28][CH2:27][O:26][CH2:25][C:24]4=[O:29])=[CH:19][C:15]=3[O:16][CH2:17]2)[C:12](=[O:30])[O:11]1)[Si](C(C)(C)C)(C)C.[F-].C([N+](CCCC)(CCCC)CCCC)CCC. No catalyst specified. The product is [OH:1][CH2:9][C@H:10]1[C@@H:18]2[N:13]([C:14]3[CH:22]=[CH:21][C:20]([N:23]4[CH2:28][CH2:27][O:26][CH2:25][C:24]4=[O:29])=[CH:19][C:15]=3[O:16][CH2:17]2)[C:12](=[O:30])[O:11]1.